This data is from NCI-60 drug combinations with 297,098 pairs across 59 cell lines. The task is: Regression. Given two drug SMILES strings and cell line genomic features, predict the synergy score measuring deviation from expected non-interaction effect. (1) Drug 1: CNC(=O)C1=CC=CC=C1SC2=CC3=C(C=C2)C(=NN3)C=CC4=CC=CC=N4. Drug 2: C1=CC=C(C=C1)NC(=O)CCCCCCC(=O)NO. Cell line: NCI-H322M. Synergy scores: CSS=-0.932, Synergy_ZIP=-0.782, Synergy_Bliss=-6.65, Synergy_Loewe=-12.0, Synergy_HSA=-7.65. (2) Drug 1: C1=NC2=C(N=C(N=C2N1C3C(C(C(O3)CO)O)F)Cl)N. Drug 2: C1=CC=C(C=C1)NC(=O)CCCCCCC(=O)NO. Cell line: T-47D. Synergy scores: CSS=11.0, Synergy_ZIP=-4.71, Synergy_Bliss=-4.07, Synergy_Loewe=-3.35, Synergy_HSA=-1.71.